This data is from Peptide-MHC class II binding affinity with 134,281 pairs from IEDB. The task is: Regression. Given a peptide amino acid sequence and an MHC pseudo amino acid sequence, predict their binding affinity value. This is MHC class II binding data. (1) The peptide sequence is AAFSKLPASTIDELK. The MHC is DRB1_0404 with pseudo-sequence DRB1_0404. The binding affinity (normalized) is 0.386. (2) The peptide sequence is TEKQTSLTDRQQKLKD. The MHC is DRB1_1302 with pseudo-sequence DRB1_1302. The binding affinity (normalized) is 0.0513.